This data is from Forward reaction prediction with 1.9M reactions from USPTO patents (1976-2016). The task is: Predict the product of the given reaction. (1) Given the reactants C(O)C.[NH2:4][C:5]1[N:12]=[CH:11][CH:10]=[CH:9][C:6]=1[C:7]#[N:8].Cl.[NH2:14][OH:15].C(=O)([O-])[O-].[K+].[K+], predict the reaction product. The product is: [NH2:4][C:5]1[N:12]=[CH:11][CH:10]=[CH:9][C:6]=1[C:7]([NH:14][OH:15])=[NH:8]. (2) Given the reactants [Cl:1][C:2]1[N:7]=[CH:6][C:5]([NH:8][CH:9]([C:16]2[CH:17]=[N:18][CH:19]=[CH:20][CH:21]=2)[C:10]2[CH:11]=[N:12][CH:13]=[CH:14][CH:15]=2)=[CH:4][CH:3]=1.Br[C:23]1[CH:24]=[C:25]([S:29][CH3:30])[CH:26]=[CH:27][CH:28]=1.CC(C)([O-])C.[Na+], predict the reaction product. The product is: [Cl:1][C:2]1[N:7]=[CH:6][C:5]([N:8]([CH:9]([C:16]2[CH:17]=[N:18][CH:19]=[CH:20][CH:21]=2)[C:10]2[CH:11]=[N:12][CH:13]=[CH:14][CH:15]=2)[C:23]2[CH:28]=[CH:27][CH:26]=[C:25]([S:29][CH3:30])[CH:24]=2)=[CH:4][CH:3]=1. (3) The product is: [Cl:40][C:41]1[CH:46]=[CH:45][C:44]([S:47]([N:27]2[CH2:28][CH2:29][CH2:30][C@@H:25]([NH:24][C:20]3[N:19]=[C:18]([C:17]4[N:16]5[C:12]([S:13][CH:14]=[CH:15]5)=[N:11][C:10]=4[C:6]4[CH:7]=[CH:8][CH:9]=[C:4]([O:3][CH3:2])[CH:5]=4)[CH:23]=[CH:22][N:21]=3)[CH2:26]2)(=[O:49])=[O:48])=[CH:43][CH:42]=1. Given the reactants Cl.[CH3:2][O:3][C:4]1[CH:5]=[C:6]([C:10]2[N:11]=[C:12]3[N:16]([C:17]=2[C:18]2[CH:23]=[CH:22][N:21]=[C:20]([NH:24][C@@H:25]4[CH2:30][CH2:29][CH2:28][NH:27][CH2:26]4)[N:19]=2)[CH:15]=[CH:14][S:13]3)[CH:7]=[CH:8][CH:9]=1.CCN(C(C)C)C(C)C.[Cl:40][C:41]1[CH:46]=[CH:45][C:44]([S:47](Cl)(=[O:49])=[O:48])=[CH:43][CH:42]=1, predict the reaction product. (4) Given the reactants [CH:1]1[CH2:6][CH2:5][CH:4]=[CH:3][CH:2]=1.[NH:7]1[CH2:12][CH2:11][O:10][CH2:9][CH2:8]1, predict the reaction product. The product is: [CH:2]1([N:7]2[CH2:12][CH2:11][O:10][CH2:9][CH2:8]2)[CH2:1][CH2:6][CH2:5][CH:4]=[CH:3]1. (5) Given the reactants [CH2:1]([O:3][C:4]([C@H:6]1[CH2:8][C@@H:7]1[C:9]1[CH:14]=[CH:13][C:12]([O:15][C@H:16]2[C:24]3[C:19](=[C:20]([OH:26])[CH:21]=[CH:22][C:23]=3[F:25])[CH2:18][CH2:17]2)=[CH:11][CH:10]=1)=[O:5])[CH3:2].[CH2:27]([O:34][C:35]1[CH:40]=[CH:39][C:38](B(O)O)=[CH:37][CH:36]=1)[C:28]1[CH:33]=[CH:32][CH:31]=[CH:30][CH:29]=1.C(N(CC)CC)C, predict the reaction product. The product is: [CH2:1]([O:3][C:4]([C@H:6]1[CH2:8][C@@H:7]1[C:9]1[CH:10]=[CH:11][C:12]([O:15][C@H:16]2[C:24]3[C:19](=[C:20]([O:26][C:38]4[CH:39]=[CH:40][C:35]([O:34][CH2:27][C:28]5[CH:33]=[CH:32][CH:31]=[CH:30][CH:29]=5)=[CH:36][CH:37]=4)[CH:21]=[CH:22][C:23]=3[F:25])[CH2:18][CH2:17]2)=[CH:13][CH:14]=1)=[O:5])[CH3:2]. (6) Given the reactants [NH:1]1[CH:5]=[C:4]([C:6]2[N:11]=[CH:10][C:9]3[CH:12]=[N:13][N:14]([C:15]4[N:20]=[C:19]([N:21]5[CH2:27][C:26]([O:29][CH3:30])([CH3:28])[CH2:25][N:24]([C:31]([O:33][C:34]([CH3:37])([CH3:36])[CH3:35])=[O:32])[CH2:23][CH2:22]5)[CH:18]=[CH:17][CH:16]=4)[C:8]=3[CH:7]=2)[CH:3]=[N:2]1.FC(F)(F)S(O[CH2:44][C:45]([F:48])([F:47])[F:46])(=O)=O, predict the reaction product. The product is: [CH3:30][O:29][C:26]1([CH3:28])[CH2:25][N:24]([C:31]([O:33][C:34]([CH3:37])([CH3:36])[CH3:35])=[O:32])[CH2:23][CH2:22][N:21]([C:19]2[CH:18]=[CH:17][CH:16]=[C:15]([N:14]3[C:8]4[CH:7]=[C:6]([C:4]5[CH:5]=[N:1][N:2]([CH2:44][C:45]([F:48])([F:47])[F:46])[CH:3]=5)[N:11]=[CH:10][C:9]=4[CH:12]=[N:13]3)[N:20]=2)[CH2:27]1. (7) Given the reactants Br[C:2]1[CH:7]=[CH:6][C:5]([S:8]([NH:11][C:12]([CH3:15])([CH3:14])[CH3:13])(=[O:10])=[O:9])=[CH:4][CH:3]=1.[B:16]1([B:16]2[O:20][C:19]([CH3:22])([CH3:21])[C:18]([CH3:24])([CH3:23])[O:17]2)[O:20][C:19]([CH3:22])([CH3:21])[C:18]([CH3:24])([CH3:23])[O:17]1.C(Cl)Cl.CC([O-])=O.[K+], predict the reaction product. The product is: [C:12]([NH:11][S:8]([C:5]1[CH:6]=[CH:7][C:2]([B:16]2[O:20][C:19]([CH3:22])([CH3:21])[C:18]([CH3:24])([CH3:23])[O:17]2)=[CH:3][CH:4]=1)(=[O:10])=[O:9])([CH3:15])([CH3:14])[CH3:13]. (8) Given the reactants [C:1]([C:4]1[C:22](=[O:23])[C@@:8]2([CH3:24])[C:9]3[C:15]([OH:16])=[CH:14][C:13]([O:17][CH3:18])=[C:12]([C:19]([NH2:21])=[O:20])[C:10]=3[O:11][C:7]2=[CH:6][C:5]=1[OH:25])(=[O:3])[CH3:2].[CH3:26][N:27]([CH3:43])[C:28](=[O:42])[O:29][C:30]1[CH:39]=[C:38]([CH:40]=O)[C:37]2[C:32](=[CH:33][CH:34]=[CH:35][CH:36]=2)[CH:31]=1.C([SiH](CC)CC)C.FC(F)(F)C(O)=O, predict the reaction product. The product is: [CH3:43][N:27]([CH3:26])[C:28](=[O:42])[O:29][C:30]1[CH:39]=[C:38]([CH2:40][NH:21][C:19]([C:12]2[C:10]3[O:11][C:7]4[C@@:8]([CH3:24])([C:22](=[O:23])[C:4]([C:1](=[O:3])[CH3:2])=[C:5]([OH:25])[CH:6]=4)[C:9]=3[C:15]([OH:16])=[CH:14][C:13]=2[O:17][CH3:18])=[O:20])[C:37]2[C:32](=[CH:33][CH:34]=[CH:35][CH:36]=2)[CH:31]=1. (9) Given the reactants [H-].[Na+].C(N1CCCCC(=O)C1)C1C=CC=CC=1.C(OP(CC(OCC)=O)(OCC)=O)C.[CH2:32]([O:34][C:35](=[O:51])[CH:36]=[C:37]1[CH2:43][CH2:42][CH2:41][CH2:40][N:39](CC2C=CC=CC=2)[CH2:38]1)[CH3:33].[ClH:52].CCOC(C)=O.[H][H], predict the reaction product. The product is: [ClH:52].[NH:39]1[CH2:40][CH2:41][CH2:42][CH2:43][CH:37]([CH2:36][C:35]([O:34][CH2:32][CH3:33])=[O:51])[CH2:38]1.